This data is from Reaction yield outcomes from USPTO patents with 853,638 reactions. The task is: Predict the reaction yield, written as a fraction of the theoretical maximum amount of product (1.0 means a 100% yield; for example, 0.34 means a 34% yield). (1) The reactants are Cl.[NH2:2][C:3]1[CH:4]=[C:5]([CH:8]=[C:9]([NH:11][C:12]2[C:21]3[C:16](=[CH:17][C:18]([Cl:22])=[CH:19][CH:20]=3)[N:15]=[CH:14][CH:13]=2)[CH:10]=1)[C:6]#[N:7].Cl.Cl[CH2:25][CH2:26][N:27]1[CH2:32][CH2:31][CH2:30][CH2:29][CH2:28]1.C([O-])([O-])=O.[K+].[K+].CCN(C(C)C)C(C)C. The catalyst is C(#N)C. The product is [NH2:2][C:3]1[CH:4]=[C:5]([CH:8]=[C:9]([N:11]=[C:12]2[C:21]3[C:16](=[CH:17][C:18]([Cl:22])=[CH:19][CH:20]=3)[N:15]([CH2:25][CH2:26][N:27]3[CH2:32][CH2:31][CH2:30][CH2:29][CH2:28]3)[CH:14]=[CH:13]2)[CH:10]=1)[C:6]#[N:7]. The yield is 0.0300. (2) The reactants are [BH4-].[Na+].[F:3][C:4]1([F:38])[O:8][C:7]2[CH:9]=[CH:10][C:11]([C:13]3([C:16]([NH:18][C:19]4[N:24]=[C:23]([C:25]5[CH:26]=[C:27]([CH:31]=[CH:32][CH:33]=5)[C:28]([OH:30])=[O:29])[C:22]([C:34](OC)=[O:35])=[CH:21][CH:20]=4)=[O:17])[CH2:15][CH2:14]3)=[CH:12][C:6]=2[O:5]1. The catalyst is C1COCC1. The product is [F:38][C:4]1([F:3])[O:8][C:7]2[CH:9]=[CH:10][C:11]([C:13]3([C:16]([NH:18][C:19]4[N:24]=[C:23]([C:25]5[CH:26]=[C:27]([CH:31]=[CH:32][CH:33]=5)[C:28]([OH:30])=[O:29])[C:22]([CH2:34][OH:35])=[CH:21][CH:20]=4)=[O:17])[CH2:14][CH2:15]3)=[CH:12][C:6]=2[O:5]1. The yield is 0.400. (3) The reactants are [CH3:1][O:2][C:3](=[O:19])[C:4]1[CH:9]=[CH:8][C:7]([CH2:10][C:11]2[CH:16]=[CH:15][C:14]([CH2:17]O)=[CH:13][CH:12]=2)=[CH:6][CH:5]=1.CCN(C(C)C)C(C)C.CS(Cl)(=O)=O.[NH:34]1[CH2:39][CH2:38][O:37][CH2:36][CH2:35]1. The catalyst is C(Cl)Cl.CCOC(C)=O. The product is [CH3:1][O:2][C:3](=[O:19])[C:4]1[CH:9]=[CH:8][C:7]([CH2:10][C:11]2[CH:16]=[CH:15][C:14]([CH2:17][N:34]3[CH2:39][CH2:38][O:37][CH2:36][CH2:35]3)=[CH:13][CH:12]=2)=[CH:6][CH:5]=1. The yield is 0.280. (4) The reactants are [I:1][C:2]1[C:13]([C:14]([O:16][CH2:17][CH3:18])=[O:15])=[C:5]2[C:6](=O)[NH:7][C:8]3([CH2:11][CH2:10]3)[CH2:9][N:4]2[N:3]=1.CSC. The catalyst is C1COCC1. The product is [I:1][C:2]1[C:13]([C:14]([O:16][CH2:17][CH3:18])=[O:15])=[C:5]2[CH2:6][NH:7][C:8]3([CH2:11][CH2:10]3)[CH2:9][N:4]2[N:3]=1. The yield is 0.660.